Dataset: Full USPTO retrosynthesis dataset with 1.9M reactions from patents (1976-2016). Task: Predict the reactants needed to synthesize the given product. Given the product [CH2:11]([S:8]([C:6]1[CH:5]=[CH:4][C:3]2[O:13][C:20]([C:19]3[CH:23]=[CH:24][CH:25]=[C:17]([N+:14]([O-:16])=[O:15])[CH:18]=3)=[N:1][C:2]=2[CH:7]=1)(=[O:10])=[O:9])[CH3:12], predict the reactants needed to synthesize it. The reactants are: [NH2:1][C:2]1[CH:7]=[C:6]([S:8]([CH2:11][CH3:12])(=[O:10])=[O:9])[CH:5]=[CH:4][C:3]=1[OH:13].[N+:14]([C:17]1[CH:18]=[C:19]([CH:23]=[CH:24][CH:25]=1)[C:20](Cl)=O)([O-:16])=[O:15].